From a dataset of CYP1A2 inhibition data for predicting drug metabolism from PubChem BioAssay. Regression/Classification. Given a drug SMILES string, predict its absorption, distribution, metabolism, or excretion properties. Task type varies by dataset: regression for continuous measurements (e.g., permeability, clearance, half-life) or binary classification for categorical outcomes (e.g., BBB penetration, CYP inhibition). Dataset: cyp1a2_veith. (1) The molecule is COC(=O)C/C=C\[C@H](C)[C@H](CO)NS(=O)(=O)c1ccc(C)cc1. The result is 0 (non-inhibitor). (2) The drug is Clc1ccccc1-c1nc(-c2ccccc2)n[nH]1. The result is 1 (inhibitor). (3) The molecule is CCCn1c(=O)c2c(ncn2C)n(CCC)c1=O. The result is 1 (inhibitor).